From a dataset of Forward reaction prediction with 1.9M reactions from USPTO patents (1976-2016). Predict the product of the given reaction. (1) Given the reactants [Cl:1][C:2]1[C:12]2[O:11][CH2:10][CH2:9][N:8]([CH3:13])[C:7](=[O:14])[C:6]=2[CH:5]=[CH:4][C:3]=1[O:15][C:16]1[CH:17]=[C:18]([CH:22]=[C:23]([O:25][C@H:26]2[CH2:30][CH2:29][O:28][CH2:27]2)[CH:24]=1)[C:19](O)=[O:20].N1C=CC=CC=1.[NH2:37][C:38]1[CH:42]=[CH:41][N:40]([C:43]([O:45][C:46]([CH3:49])([CH3:48])[CH3:47])=[O:44])[N:39]=1, predict the reaction product. The product is: [Cl:1][C:2]1[C:12]2[O:11][CH2:10][CH2:9][N:8]([CH3:13])[C:7](=[O:14])[C:6]=2[CH:5]=[CH:4][C:3]=1[O:15][C:16]1[CH:17]=[C:18]([C:19]([NH:37][C:38]2[CH:42]=[CH:41][N:40]([C:43]([O:45][C:46]([CH3:49])([CH3:48])[CH3:47])=[O:44])[N:39]=2)=[O:20])[CH:22]=[C:23]([O:25][C@H:26]2[CH2:30][CH2:29][O:28][CH2:27]2)[CH:24]=1. (2) Given the reactants [NH2:1][C:2]1[N:3]=[CH:4][C:5]([C:18]2[CH:26]=[CH:25][C:21]([C:22](O)=[O:23])=[CH:20][CH:19]=2)=[N:6][C:7]=1[NH:8][CH2:9][C:10]1[C:15]([Cl:16])=[CH:14][CH:13]=[CH:12][C:11]=1[Cl:17].Br[C:28]1N=C(NCC2C(Cl)=CC=CC=2Cl)C(N)=N[CH:33]=1.C(C1C=C(B2OC(C)(C)C(C)(C)O2)C=CC=1C=O)C, predict the reaction product. The product is: [NH2:1][C:2]1[N:3]=[CH:4][C:5]([C:18]2[CH:26]=[CH:25][C:21]([CH:22]=[O:23])=[C:20]([CH2:28][CH3:33])[CH:19]=2)=[N:6][C:7]=1[NH:8][CH2:9][C:10]1[C:11]([Cl:17])=[CH:12][CH:13]=[CH:14][C:15]=1[Cl:16]. (3) Given the reactants CC1C=CC=C(C)C=1N.ICl.[CH3:12][O:13][C:14](=[O:29])[C@H:15]([CH2:27]O)[NH:16][C:17]([O:19][CH2:20][C:21]1[CH:26]=[CH:25][CH:24]=[CH:23][CH:22]=1)=[O:18], predict the reaction product. The product is: [CH3:12][O:13][C:14](=[O:29])[C:15](=[CH2:27])[NH:16][C:17]([O:19][CH2:20][C:21]1[CH:26]=[CH:25][CH:24]=[CH:23][CH:22]=1)=[O:18]. (4) Given the reactants [O:1]=[C:2]1[CH2:7][O:6][C:5]2[CH:8]=[CH:9][C:10]([C:12](=O)[CH2:13][C:14](=O)[CH3:15])=[CH:11][C:4]=2[NH:3]1.Cl.[CH:19]([NH:22][NH2:23])([CH3:21])[CH3:20], predict the reaction product. The product is: [CH:19]([N:22]1[C:12]([C:10]2[CH:9]=[CH:8][C:5]3[O:6][CH2:7][C:2](=[O:1])[NH:3][C:4]=3[CH:11]=2)=[CH:13][C:14]([CH3:15])=[N:23]1)([CH3:21])[CH3:20].